This data is from Full USPTO retrosynthesis dataset with 1.9M reactions from patents (1976-2016). The task is: Predict the reactants needed to synthesize the given product. (1) Given the product [C:1]1([CH2:7][CH2:8][C@H:9]([O:28][CH:29]2[CH2:34][CH2:33][CH2:32][CH2:31][O:30]2)[CH2:10][CH2:11][C@@H:12]2[C@@H:19]3[C@@H:15]([O:16][CH:17]([OH:20])[CH2:18]3)[CH2:14][C@H:13]2[O:21][CH:22]2[CH2:27][CH2:26][CH2:25][CH2:24][O:23]2)[CH:2]=[CH:3][CH:4]=[CH:5][CH:6]=1, predict the reactants needed to synthesize it. The reactants are: [C:1]1([CH2:7][CH2:8][C@H:9]([O:28][CH:29]2[CH2:34][CH2:33][CH2:32][CH2:31][O:30]2)[CH2:10][CH2:11][C@@H:12]2[C@@H:19]3[C@@H:15]([O:16][C:17](=[O:20])[CH2:18]3)[CH2:14][C@H:13]2[O:21][CH:22]2[CH2:27][CH2:26][CH2:25][CH2:24][O:23]2)[CH:6]=[CH:5][CH:4]=[CH:3][CH:2]=1.CC(C[AlH]CC(C)C)C. (2) Given the product [OH:22][C:14]1[C:15]2[CH:21]=[CH:20][N:19]=[CH:18][C:16]=2[N:17]=[C:12]([O:11][C:9]2[CH:8]=[N:7][N:6]([C@H:3]3[CH2:4][CH2:5][N:1]([C:23](=[O:25])[CH3:24])[CH2:2]3)[CH:10]=2)[N:13]=1, predict the reactants needed to synthesize it. The reactants are: [NH:1]1[CH2:5][CH2:4][C@H:3]([N:6]2[CH:10]=[C:9]([O:11][C:12]3[N:13]=[C:14]([OH:22])[C:15]4[CH:21]=[CH:20][N:19]=[CH:18][C:16]=4[N:17]=3)[CH:8]=[N:7]2)[CH2:2]1.[C:23](Cl)(=[O:25])[CH3:24]. (3) Given the product [CH3:13][O:14][C:2]1[CH:7]=[CH:6][C:5]([CH:28]([OH:32])[CH:29]([CH3:31])[CH3:30])=[C:4]([N+:10]([O-:12])=[O:11])[CH:3]=1, predict the reactants needed to synthesize it. The reactants are: I[C:2]1[CH:7]=[CH:6][C:5](OC)=[C:4]([N+:10]([O-:12])=[O:11])[CH:3]=1.[C:13](=O)=[O:14].C(O)(C)C.C1([Mg]Cl)C=CC=CC=1.[CH:28](=[O:32])[CH:29]([CH3:31])[CH3:30].